Dataset: KCNQ2 potassium channel screen with 302,405 compounds. Task: Binary Classification. Given a drug SMILES string, predict its activity (active/inactive) in a high-throughput screening assay against a specified biological target. (1) The compound is O1c2c(NC(=O)C1)cc(cc2)C(=O)COC(=O)COc1cc(cc(c1)C)C. The result is 0 (inactive). (2) The molecule is S(C1CCOC1=O)c1n(c(nn1)c1cccnc1)c1c(F)cccc1. The result is 0 (inactive). (3) The drug is O(c1ccc(CNC2CCCCC2)cc1)C. The result is 0 (inactive). (4) The compound is s1c(c(c2c1nc[nH]c2=O)C)C(OCCOC)=O. The result is 0 (inactive).